From a dataset of Reaction yield outcomes from USPTO patents with 853,638 reactions. Predict the reaction yield, written as a fraction of the theoretical maximum amount of product (1.0 means a 100% yield; for example, 0.34 means a 34% yield). (1) The reactants are [C:1]([O:5][C:6]([NH:8][CH:9]1[CH2:15][CH2:14][C:13]2[CH:16]=[CH:17][CH:18]=[C:19](Br)[C:12]=2[CH2:11][C:10]1=[O:21])=[O:7])([CH3:4])([CH3:3])[CH3:2].[C:22]1(B(O)O)[CH:27]=[CH:26][CH:25]=[CH:24][CH:23]=1.[F-].[Cs+]. The catalyst is O(CCOC)C.C(OCC)(=O)C. The product is [C:1]([O:5][C:6]([NH:8][CH:9]1[CH2:15][CH2:14][C:13]2[CH:16]=[CH:17][CH:18]=[C:19]([C:22]3[CH:27]=[CH:26][CH:25]=[CH:24][CH:23]=3)[C:12]=2[CH2:11][C:10]1=[O:21])=[O:7])([CH3:4])([CH3:3])[CH3:2]. The yield is 0.780. (2) The reactants are Br[C:2]1[CH:20]=[CH:19][C:5]([C:6]([NH:8][C@H:9]([CH3:18])[CH2:10][N:11]([CH2:15][CH2:16][CH3:17])[CH2:12][CH2:13][CH3:14])=[O:7])=[CH:4][CH:3]=1.B1(B2OCC(C)(C)CO2)OCC(C)(C)CO1.C([O-])(=O)C.[K+].ClCCl.[F:45][C:46]1[C:47]([CH3:77])=[C:48]([C@:52]2([C:65]([O:67][CH2:68][C:69]3[CH:74]=[CH:73][C:72]([O:75][CH3:76])=[CH:71][CH:70]=3)=[O:66])[CH2:56][CH2:55][C:54](OS(C(F)(F)F)(=O)=O)=[CH:53]2)[CH:49]=[CH:50][CH:51]=1.C(=O)([O-])[O-].[Cs+].[Cs+]. The catalyst is O1CCOCC1.O.C1C=CC(P(C2C=CC=CC=2)[C-]2C=CC=C2)=CC=1.C1C=CC(P(C2C=CC=CC=2)[C-]2C=CC=C2)=CC=1.Cl[Pd]Cl.[Fe+2]. The product is [CH2:12]([N:11]([CH2:15][CH2:16][CH3:17])[CH2:10][C@H:9]([NH:8][C:6]([C:5]1[CH:19]=[CH:20][C:2]([C:54]2[CH2:55][CH2:56][C@:52]([C:48]3[CH:49]=[CH:50][CH:51]=[C:46]([F:45])[C:47]=3[CH3:77])([C:65]([O:67][CH2:68][C:69]3[CH:74]=[CH:73][C:72]([O:75][CH3:76])=[CH:71][CH:70]=3)=[O:66])[CH:53]=2)=[CH:3][CH:4]=1)=[O:7])[CH3:18])[CH2:13][CH3:14]. The yield is 0.600. (3) The reactants are [CH3:1][C:2]([CH3:18])([N:7]1[C:15](=[O:16])[C:14]2[C:9](=[CH:10][CH:11]=[CH:12][CH:13]=2)[C:8]1=[O:17])[CH2:3][C:4]([OH:6])=O.[NH2:19][CH2:20][C:21]1[CH:26]=[CH:25][CH:24]=[CH:23][N:22]=1. The catalyst is C(Cl)Cl. The product is [N:22]1[CH:23]=[CH:24][CH:25]=[CH:26][C:21]=1[CH2:20][NH:19][C:4](=[O:6])[CH2:3][C:2]([CH3:1])([CH3:18])[N:7]1[C:15](=[O:16])[C:14]2[C:9](=[CH:10][CH:11]=[CH:12][CH:13]=2)[C:8]1=[O:17]. The yield is 0.580. (4) The reactants are Cl[C:2]1[C:3](=[O:21])[N:4]([CH2:14][C:15]2[CH:16]=[N:17][CH:18]=[CH:19][CH:20]=2)[C:5](=[O:13])[C:6]=1[C:7]1[CH:12]=[CH:11][CH:10]=[CH:9][CH:8]=1.[NH2:22][C:23]1[CH:28]=[CH:27][CH:26]=[CH:25][CH:24]=1. The catalyst is CN(C=O)C. The product is [NH:22]([C:2]1[C:3](=[O:21])[N:4]([CH2:14][C:15]2[CH:16]=[N:17][CH:18]=[CH:19][CH:20]=2)[C:5](=[O:13])[C:6]=1[C:7]1[CH:12]=[CH:11][CH:10]=[CH:9][CH:8]=1)[C:23]1[CH:28]=[CH:27][CH:26]=[CH:25][CH:24]=1. The yield is 0.430. (5) The reactants are Br[C:2]1[N:7]=[C:6]([O:8]C)[C:5]([O:10]C)=[CH:4][C:3]=1[C:12]1[CH:17]=[CH:16][CH:15]=[C:14]([C:18]#[N:19])[CH:13]=1.[F:20][C:21]1[CH:26]=[CH:25][C:24](B(O)O)=[CH:23][CH:22]=1.C([O-])([O-])=O.[K+].[K+]. The catalyst is O1CCOCC1.O.C1C=CC([P]([Pd]([P](C2C=CC=CC=2)(C2C=CC=CC=2)C2C=CC=CC=2)([P](C2C=CC=CC=2)(C2C=CC=CC=2)C2C=CC=CC=2)[P](C2C=CC=CC=2)(C2C=CC=CC=2)C2C=CC=CC=2)(C2C=CC=CC=2)C2C=CC=CC=2)=CC=1. The product is [F:20][C:21]1[CH:26]=[CH:25][C:24]([C:2]2[NH:7][C:6](=[O:8])[C:5]([OH:10])=[CH:4][C:3]=2[C:12]2[CH:13]=[C:14]([CH:15]=[CH:16][CH:17]=2)[C:18]#[N:19])=[CH:23][CH:22]=1. The yield is 0.740. (6) The product is [C:1]([C:4]1[CH:13]=[CH:12][C:7]([C:8]([O:10][CH3:11])=[O:9])=[CH:6][C:5]=1[O:31][C:28]1[CH:29]=[CH:30][C:25]([O:24][CH2:23][CH2:22][O:21][CH:18]2[CH2:19][CH2:20][O:15][CH2:16][CH2:17]2)=[CH:26][CH:27]=1)(=[O:3])[CH3:2]. The reactants are [C:1]([C:4]1[CH:13]=[CH:12][C:7]([C:8]([O:10][CH3:11])=[O:9])=[CH:6][C:5]=1F)(=[O:3])[CH3:2].[O:15]1[CH2:20][CH2:19][CH:18]([O:21][CH2:22][CH2:23][O:24][C:25]2[CH:30]=[CH:29][C:28]([OH:31])=[CH:27][CH:26]=2)[CH2:17][CH2:16]1. No catalyst specified. The yield is 0.350. (7) The reactants are [F:1][C:2]1[CH:7]=[CH:6][C:5]([N:8]2[C:11](=[O:12])[C@H:10]([S:13][CH2:14][CH:15]([OH:24])[C:16]3[CH:21]=[CH:20][C:19]([S:22][CH3:23])=[CH:18][CH:17]=3)[C@H:9]2[C:25]2[CH:35]=[CH:34][C:28]([O:29][CH2:30][C:31]([OH:33])=O)=[CH:27][CH:26]=2)=[CH:4][CH:3]=1.Cl.[NH2:37][CH2:38][C:39]([NH:41][C@@H:42]([C:46]([O:48]C(C)(C)C)=[O:47])[CH:43]([CH3:45])[CH3:44])=[O:40].CN1CCOCC1.CN(C(ON1N=NC2C=CC=CC1=2)=[N+](C)C)C.[B-](F)(F)(F)F. The catalyst is C(Cl)Cl.C(O)(C(F)(F)F)=O. The product is [F:1][C:2]1[CH:3]=[CH:4][C:5]([N:8]2[C:11](=[O:12])[C@H:10]([S:13][CH2:14][CH:15]([OH:24])[C:16]3[CH:17]=[CH:18][C:19]([S:22][CH3:23])=[CH:20][CH:21]=3)[C@H:9]2[C:25]2[CH:26]=[CH:27][C:28]([O:29][CH2:30][C:31]([NH:37][CH2:38][C:39]([NH:41][C@@H:42]([C:46]([OH:48])=[O:47])[CH:43]([CH3:44])[CH3:45])=[O:40])=[O:33])=[CH:34][CH:35]=2)=[CH:6][CH:7]=1. The yield is 0.700.